Predict the reactants needed to synthesize the given product. From a dataset of Full USPTO retrosynthesis dataset with 1.9M reactions from patents (1976-2016). (1) Given the product [F:12][C:9]1[CH:10]=[C:11]2[C:6](=[CH:7][CH:8]=1)[N:5]=[CH:4][C:3]([C:13]#[N:14])=[C:2]2[SH:17], predict the reactants needed to synthesize it. The reactants are: Cl[C:2]1[C:11]2[C:6](=[CH:7][CH:8]=[C:9]([F:12])[CH:10]=2)[N:5]=[CH:4][C:3]=1[C:13]#[N:14].NC(N)=[S:17]. (2) Given the product [C:15]([O:19][C:20](=[O:23])[CH2:21][NH:22][C:7](=[O:8])[C:6]1[CH:10]=[CH:11][C:3]([C:2]([F:13])([F:12])[F:1])=[CH:4][CH:5]=1)([CH3:18])([CH3:17])[CH3:16], predict the reactants needed to synthesize it. The reactants are: [F:1][C:2]([F:13])([F:12])[C:3]1[CH:11]=[CH:10][C:6]([C:7](Cl)=[O:8])=[CH:5][CH:4]=1.Cl.[C:15]([O:19][C:20](=[O:23])[CH2:21][NH2:22])([CH3:18])([CH3:17])[CH3:16].C(N(CC)CC)C.